The task is: Regression. Given two drug SMILES strings and cell line genomic features, predict the synergy score measuring deviation from expected non-interaction effect.. This data is from NCI-60 drug combinations with 297,098 pairs across 59 cell lines. (1) Drug 1: CCN(CC)CCNC(=O)C1=C(NC(=C1C)C=C2C3=C(C=CC(=C3)F)NC2=O)C. Drug 2: CN(C(=O)NC(C=O)C(C(C(CO)O)O)O)N=O. Cell line: OVCAR-4. Synergy scores: CSS=-9.53, Synergy_ZIP=3.65, Synergy_Bliss=1.07, Synergy_Loewe=-9.63, Synergy_HSA=-9.62. (2) Drug 1: CCC1=CC2CC(C3=C(CN(C2)C1)C4=CC=CC=C4N3)(C5=C(C=C6C(=C5)C78CCN9C7C(C=CC9)(C(C(C8N6C)(C(=O)OC)O)OC(=O)C)CC)OC)C(=O)OC.C(C(C(=O)O)O)(C(=O)O)O. Drug 2: CC1CCC2CC(C(=CC=CC=CC(CC(C(=O)C(C(C(=CC(C(=O)CC(OC(=O)C3CCCCN3C(=O)C(=O)C1(O2)O)C(C)CC4CCC(C(C4)OC)OCCO)C)C)O)OC)C)C)C)OC. Synergy scores: CSS=38.3, Synergy_ZIP=-3.40, Synergy_Bliss=-15.2, Synergy_Loewe=-17.7, Synergy_HSA=-16.6. Cell line: SK-MEL-2. (3) Drug 1: COC1=CC(=CC(=C1O)OC)C2C3C(COC3=O)C(C4=CC5=C(C=C24)OCO5)OC6C(C(C7C(O6)COC(O7)C8=CC=CS8)O)O. Drug 2: C1CCC(C(C1)N)N.C(=O)(C(=O)[O-])[O-].[Pt+4]. Cell line: LOX IMVI. Synergy scores: CSS=30.6, Synergy_ZIP=-3.20, Synergy_Bliss=-5.55, Synergy_Loewe=-3.98, Synergy_HSA=-2.94. (4) Drug 1: CCCS(=O)(=O)NC1=C(C(=C(C=C1)F)C(=O)C2=CNC3=C2C=C(C=N3)C4=CC=C(C=C4)Cl)F. Drug 2: CN(CC1=CN=C2C(=N1)C(=NC(=N2)N)N)C3=CC=C(C=C3)C(=O)NC(CCC(=O)O)C(=O)O. Cell line: NCI/ADR-RES. Synergy scores: CSS=18.5, Synergy_ZIP=-1.57, Synergy_Bliss=2.29, Synergy_Loewe=-14.4, Synergy_HSA=0.508. (5) Cell line: CCRF-CEM. Synergy scores: CSS=52.4, Synergy_ZIP=1.02, Synergy_Bliss=0.955, Synergy_Loewe=-55.8, Synergy_HSA=0.0509. Drug 1: C1C(C(OC1N2C=C(C(=O)NC2=O)F)CO)O. Drug 2: COC1=C2C(=CC3=C1OC=C3)C=CC(=O)O2. (6) Drug 1: C1=NC2=C(N1)C(=S)N=C(N2)N. Drug 2: CS(=O)(=O)OCCCCOS(=O)(=O)C. Cell line: HCT116. Synergy scores: CSS=44.8, Synergy_ZIP=-5.42, Synergy_Bliss=-4.83, Synergy_Loewe=-17.1, Synergy_HSA=-0.999.